Dataset: Reaction yield outcomes from USPTO patents with 853,638 reactions. Task: Predict the reaction yield, written as a fraction of the theoretical maximum amount of product (1.0 means a 100% yield; for example, 0.34 means a 34% yield). (1) The reactants are [CH3:1][C:2]1[C:6]([S:7]([NH2:10])(=[O:9])=[O:8])=[C:5]([CH3:11])[O:4][N:3]=1.[F:12][C:13]1[CH:41]=[C:40]([F:42])[CH:39]=[CH:38][C:14]=1[CH2:15][O:16][C:17]1[CH:22]=[CH:21][CH:20]=[CH:19][C:18]=1[C:23]1[N:24]([C:29]2[CH:30]=[C:31]([CH:35]=[CH:36][CH:37]=2)[C:32](O)=[O:33])[C:25]([CH3:28])=[CH:26][CH:27]=1.C(C1NC=CN=1)(C1NC=CN=1)=O.C(N(C(C)C)CC)(C)C. The catalyst is C1COCC1.CCOC(C)=O. The product is [F:12][C:13]1[CH:41]=[C:40]([F:42])[CH:39]=[CH:38][C:14]=1[CH2:15][O:16][C:17]1[CH:22]=[CH:21][CH:20]=[CH:19][C:18]=1[C:23]1[N:24]([C:29]2[CH:30]=[C:31]([CH:35]=[CH:36][CH:37]=2)[C:32]([NH:10][S:7]([C:6]2[C:2]([CH3:1])=[N:3][O:4][C:5]=2[CH3:11])(=[O:9])=[O:8])=[O:33])[C:25]([CH3:28])=[CH:26][CH:27]=1. The yield is 0.230. (2) The reactants are [OH:1][C:2]1[C:6]2=[N:7][CH:8]=[C:9]([C:11]([F:14])([F:13])[F:12])[CH:10]=[C:5]2[S:4][C:3]=1[C:15]([O:17][CH3:18])=[O:16].Br[CH2:20][C:21]([O:23][C:24]([CH3:27])([CH3:26])[CH3:25])=[O:22].CC(C)([O-])C.[Na+].Cl. The catalyst is CN(C=O)C.O. The product is [C:24]([O:23][C:21](=[O:22])[CH2:20][O:1][C:2]1[C:6]2=[N:7][CH:8]=[C:9]([C:11]([F:14])([F:13])[F:12])[CH:10]=[C:5]2[S:4][C:3]=1[C:15]([O:17][CH3:18])=[O:16])([CH3:27])([CH3:26])[CH3:25]. The yield is 0.270. (3) The reactants are [N+:1]([C:4]1[CH:15]=[CH:14][C:7]([O:8][CH2:9][C:10]([NH:12][NH2:13])=[O:11])=[CH:6][CH:5]=1)([O-:3])=[O:2].[CH3:16]S(O)(=O)=O.C(OCC)(OCC)OCC.O1CCCC1. The catalyst is O. The product is [N+:1]([C:4]1[CH:15]=[CH:14][C:7]([O:8][CH2:9][C:10]2[O:11][CH:16]=[N:13][N:12]=2)=[CH:6][CH:5]=1)([O-:3])=[O:2]. The yield is 0.690. (4) The reactants are [C:1]([O:5][C:6](=[O:13])[NH:7][C@H:8]([C:10](=O)[NH2:11])[CH3:9])([CH3:4])([CH3:3])[CH3:2].F[B-](F)(F)F.C([O+](CC)CC)C.N[C:27]1[C:28]([NH:36][C:37]2[CH:42]=[CH:41][CH:40]=[CH:39][CH:38]=2)=[C:29]([C:32]([F:35])=[CH:33][CH:34]=1)[C:30]#[N:31]. The catalyst is C(Cl)Cl. The product is [C:1]([O:5][C:6](=[O:13])[NH:7][C@H:8]([C:10]1[N:36]([C:37]2[CH:38]=[CH:39][CH:40]=[CH:41][CH:42]=2)[C:28]2[C:29]([C:30]#[N:31])=[C:32]([F:35])[CH:33]=[CH:34][C:27]=2[N:11]=1)[CH3:9])([CH3:4])([CH3:3])[CH3:2]. The yield is 0.610. (5) The yield is 0.640. The reactants are C1(P(C2C=CC=CC=2)C2C=CC=CC=2)C=CC=CC=1.CC(OC(/N=N/C(OC(C)C)=O)=O)C.[I:34][C:35]1[CH:36]=[C:37]([CH2:41][OH:42])[CH:38]=[CH:39][CH:40]=1.[Cl:43][C:44]1[C:45]([OH:54])=[C:46]([C:51](=[O:53])[CH3:52])[CH:47]=[CH:48][C:49]=1O. The product is [Cl:43][C:44]1[C:45]([OH:54])=[C:46]([C:51](=[O:53])[CH3:52])[CH:47]=[CH:48][C:49]=1[O:42][CH2:41][C:37]1[CH:38]=[CH:39][CH:40]=[C:35]([I:34])[CH:36]=1. The catalyst is ClCCl.O1CCCC1. (6) The reactants are [NH2:1][C:2]1[CH:6]=[CH:5][S:4][C:3]=1[C:7]([NH2:9])=[O:8].[Cl:10][C:11]1[CH:12]=[N:13][CH:14]=[CH:15][C:16]=1[CH:17]=O.Cl. The catalyst is C(O)C.CO.C(Cl)Cl. The product is [Cl:10][C:11]1[CH:12]=[N:13][CH:14]=[CH:15][C:16]=1[C:17]1[N:9]=[C:7]([OH:8])[C:3]2[S:4][CH:5]=[CH:6][C:2]=2[N:1]=1. The yield is 0.470. (7) The reactants are Br[C:2]1[CH:27]=[N:26][C:5]2[N:6]=[C:7]([N:13]3[CH2:16][CH:15]([N:17]([CH3:25])[C:18](=[O:24])[O:19][C:20]([CH3:23])([CH3:22])[CH3:21])[CH2:14]3)[C:8]3[N:9]([CH:10]=[N:11][N:12]=3)[C:4]=2[CH:3]=1.[CH2:28](C([Sn])=C(CCCC)CCCC)[CH2:29]CC.CC1C=CC=CC=1P(C1C=CC=CC=1C)C1C=CC=CC=1C. The catalyst is CC([O-])=O.CC([O-])=O.[Pd+2].[Cu]I.CC#N. The product is [CH3:25][N:17]([CH:15]1[CH2:16][N:13]([C:7]2[C:8]3[N:9]([CH:10]=[N:11][N:12]=3)[C:4]3[CH:3]=[C:2]([CH:28]=[CH2:29])[CH:27]=[N:26][C:5]=3[N:6]=2)[CH2:14]1)[C:18](=[O:24])[O:19][C:20]([CH3:23])([CH3:22])[CH3:21]. The yield is 0.110. (8) The reactants are Br[C:2]1[CH:3]=[C:4]2[C:9](=[N:10][CH:11]=1)[NH:8][C:7](=[O:12])[CH2:6][CH2:5]2.[CH2:13]([N:20]1[C:28]2[C:23](=[CH:24][CH:25]=[CH:26][CH:27]=2)[C:22]([CH2:29][N:30]([CH3:35])[C:31](=[O:34])[CH:32]=[CH2:33])=[CH:21]1)[C:14]1[CH:19]=[CH:18][CH:17]=[CH:16][CH:15]=1.C1(C)C=CC=CC=1P(C1C=CC=CC=1C)C1C=CC=CC=1C.C(N(C(C)C)CC)(C)C. The catalyst is C(#N)CC.CC([O-])=O.CC([O-])=O.[Pd+2]. The product is [CH2:13]([N:20]1[C:28]2[C:23](=[CH:24][CH:25]=[CH:26][CH:27]=2)[C:22]([CH2:29][N:30]([CH3:35])[C:31](=[O:34])/[CH:32]=[CH:33]/[C:2]2[CH:11]=[N:10][C:9]3[NH:8][C:7](=[O:12])[CH2:6][CH2:5][C:4]=3[CH:3]=2)=[CH:21]1)[C:14]1[CH:15]=[CH:16][CH:17]=[CH:18][CH:19]=1. The yield is 0.350. (9) The reactants are [CH3:1][O:2][C:3]1[C:4](=[O:37])[C:5]([CH3:36])=[C:6]([CH2:12][C:13]2[CH:14]=[CH:15][C:16]([O:32]C(=O)C)=[C:17]([CH:31]=2)[C:18]([NH:20][C:21]2[CH:26]=[CH:25][CH:24]=[C:23]([C:27]([F:30])([F:29])[F:28])[CH:22]=2)=[O:19])[C:7](=[O:11])[C:8]=1[O:9][CH3:10].C(=O)([O-])O.[Na+]. The catalyst is CO.O. The product is [CH3:1][O:2][C:3]1[C:4](=[O:37])[C:5]([CH3:36])=[C:6]([CH2:12][C:13]2[CH:14]=[CH:15][C:16]([OH:32])=[C:17]([CH:31]=2)[C:18]([NH:20][C:21]2[CH:26]=[CH:25][CH:24]=[C:23]([C:27]([F:28])([F:30])[F:29])[CH:22]=2)=[O:19])[C:7](=[O:11])[C:8]=1[O:9][CH3:10]. The yield is 0.960.